From a dataset of Reaction yield outcomes from USPTO patents with 853,638 reactions. Predict the reaction yield, written as a fraction of the theoretical maximum amount of product (1.0 means a 100% yield; for example, 0.34 means a 34% yield). (1) The reactants are [C:1]([NH:4][CH2:5][CH:6]1[O:10][C:9](=[O:11])[N:8]([C:12]2[CH:17]=[CH:16][C:15]([C:18]3[CH:19]=[CH:20][C:21]([CH2:24]OS(C)(=O)=O)=[N:22][CH:23]=3)=[C:14]([F:30])[CH:13]=2)[CH2:7]1)(=[O:3])[CH3:2].[O:31]1[CH:35]=[C:34]([CH2:36][NH2:37])[CH:33]=[N:32]1. The catalyst is CN(C=O)C. The product is [F:30][C:14]1[CH:13]=[C:12]([N:8]2[CH2:7][CH:6]([CH2:5][NH:4][C:1](=[O:3])[CH3:2])[O:10][C:9]2=[O:11])[CH:17]=[CH:16][C:15]=1[C:18]1[CH:23]=[N:22][C:21]([CH2:24][NH:37][CH2:36][C:34]2[CH:33]=[N:32][O:31][CH:35]=2)=[CH:20][CH:19]=1. The yield is 0.100. (2) The reactants are [CH3:1][O:2][C:3]([C:5]1[C:9](N)=[CH:8][N:7]([CH:11]2[CH2:16][CH2:15][CH2:14][CH2:13][O:12]2)[N:6]=1)=[O:4].C(Cl)CCl.C1C=CC2N(O)N=NC=2C=1.FC1C=CC=C(F)C=1C(O)=O. The catalyst is ClCCl. The product is [CH3:1][O:2][C:3]([C:5]1[CH:9]=[CH:8][N:7]([CH:11]2[CH2:16][CH2:15][CH2:14][CH2:13][O:12]2)[N:6]=1)=[O:4]. The yield is 0.560. (3) The reactants are [CH3:1][C@@H:2]1[C@H:11]2[CH2:12][CH2:13][C@@:14]3([CH3:18])[O:16][O:17][C@@:10]42[C@H:5]([C@H:6]([CH3:30])[C@H:7]([O:19][CH2:20][C:21]2[CH:22]=[CH:23][C:24]([C:27]([OH:29])=[O:28])=[CH:25][CH:26]=2)[O:8][C@@H:9]4[O:15]3)[CH2:4][CH2:3]1.ON1C2C=CC=CC=2N=N1. No catalyst specified. The product is [CH3:1][C@H:2]1[C@@H:11]2[CH2:12][CH2:13][C:14]3([CH3:18])[O:16][O:17][C@:10]42[C@H:5]([C@@H:6]([CH3:30])[C@@H:7]([O:19][CH2:20][C:21]2[CH:26]=[CH:25][C:24]([C:27]([OH:29])=[O:28])=[CH:23][CH:22]=2)[O:8][C@@H:9]4[O:15]3)[CH2:4][CH2:3]1. The yield is 0.920. (4) The reactants are C(OC([N:8]1[CH2:12][CH2:11][CH2:10][C@@H:9]1[C:13]([N:15]1[CH2:20][CH2:19][CH:18]([CH2:21][C:22]2[CH:27]=[CH:26][CH:25]=[CH:24][CH:23]=2)[CH2:17][CH2:16]1)=[O:14])=O)(C)(C)C.[ClH:28]. The catalyst is C(OCC)(=O)C. The product is [ClH:28].[CH2:21]([CH:18]1[CH2:19][CH2:20][N:15]([C:13]([C@H:9]2[CH2:10][CH2:11][CH2:12][NH:8]2)=[O:14])[CH2:16][CH2:17]1)[C:22]1[CH:23]=[CH:24][CH:25]=[CH:26][CH:27]=1. The yield is 0.940. (5) The reactants are [NH2:1][C:2]1[CH:7]=[CH:6][C:5]([S:8]([N:11]([CH2:33][CH3:34])[C:12]2[CH:32]=[CH:31][C:15]3[N:16]([CH2:24][CH:25]4[CH2:30][CH2:29][O:28][CH2:27][CH2:26]4)[C:17]([C:19]([O:22][CH3:23])([CH3:21])[CH3:20])=[N:18][C:14]=3[CH:13]=2)(=[O:10])=[O:9])=[CH:4][CH:3]=1.[C:35]([O:38][CH2:39][C:40](Cl)=[O:41])(=[O:37])[CH3:36]. The catalyst is CN(C1C=CN=CC=1)C.CC#N. The product is [C:35]([O:38][CH2:39][C:40]([NH:1][C:2]1[CH:3]=[CH:4][C:5]([S:8]([N:11]([CH2:33][CH3:34])[C:12]2[CH:32]=[CH:31][C:15]3[N:16]([CH2:24][CH:25]4[CH2:30][CH2:29][O:28][CH2:27][CH2:26]4)[C:17]([C:19]([O:22][CH3:23])([CH3:20])[CH3:21])=[N:18][C:14]=3[CH:13]=2)(=[O:10])=[O:9])=[CH:6][CH:7]=1)=[O:41])(=[O:37])[CH3:36]. The yield is 0.630. (6) The reactants are ClC1C=C(NN=C(Cl)S(C)(=O)=O)C=CC=1.IC1C=CC(N2CCC=C(N3CCOCC3)C2=O)=CC=1.C(N(CC)CC)C.[Cl:43][C:44]1[CH:45]=[C:46]([N:50]2[C:54]3(N4CCOCC4)[C:55](=[O:66])[N:56]([C:59]4[CH:64]=[CH:63][C:62]([I:65])=[CH:61][CH:60]=4)[CH2:57][CH2:58][CH:53]3[C:52]([S:73]([CH3:76])(=[O:75])=[O:74])=[N:51]2)[CH:47]=[CH:48][CH:49]=1. The catalyst is C1(C)C=CC=CC=1. The product is [Cl:43][C:44]1[CH:45]=[C:46]([N:50]2[C:54]3[C:55](=[O:66])[N:56]([C:59]4[CH:60]=[CH:61][C:62]([I:65])=[CH:63][CH:64]=4)[CH2:57][CH2:58][C:53]=3[C:52]([S:73]([CH3:76])(=[O:75])=[O:74])=[N:51]2)[CH:47]=[CH:48][CH:49]=1. The yield is 0.640. (7) The reactants are [CH3:1][O:2][C:3]1[CH:4]=[C:5]([C:9]2[N:29]=[C:12]3[CH:13]=[C:14]([NH:17][C:18]([C:20]4[N:24]([CH3:25])[N:23]=[CH:22][C:21]=4[C:26]([OH:28])=O)=[O:19])[CH:15]=[CH:16][N:11]3[N:10]=2)[CH:6]=[CH:7][CH:8]=1.CN(C(ON1N=NC2C=[CH:42][CH:43]=[N:44][C:39]1=2)=[N+](C)C)C.F[P-](F)(F)(F)(F)F.Cl.N1CCC1.CCN(C(C)C)C(C)C. The catalyst is CN(C=O)C.O. The product is [CH3:1][O:2][C:3]1[CH:4]=[C:5]([C:9]2[N:29]=[C:12]3[CH:13]=[C:14]([NH:17][C:18]([C:20]4[N:24]([CH3:25])[N:23]=[CH:22][C:21]=4[C:26]([N:44]4[CH2:43][CH2:42][CH2:39]4)=[O:28])=[O:19])[CH:15]=[CH:16][N:11]3[N:10]=2)[CH:6]=[CH:7][CH:8]=1. The yield is 0.440. (8) The catalyst is O.[N+](CCCC)(CCCC)(CCCC)CCCC.[Br-]. The yield is 0.390. The product is [CH3:1][O:2][C:3]([C:5]1([C:8]2[CH:13]=[CH:12][C:11]([O:14][CH3:15])=[C:10]([CH2:16][OH:19])[CH:9]=2)[CH2:7][CH2:6]1)=[O:4]. The reactants are [CH3:1][O:2][C:3]([C:5]1([C:8]2[CH:13]=[CH:12][C:11]([O:14][CH3:15])=[C:10]([CH2:16]Cl)[CH:9]=2)[CH2:7][CH2:6]1)=[O:4].C([O-])([O-])=[O:19].[Na+].[Na+].Cl. (9) The reactants are Br[C:2]1[C:7]([O:8][C@H:9]([CH2:11][CH:12]=[CH2:13])[CH3:10])=[CH:6][C:5]([F:14])=[CH:4][C:3]=1[F:15].FC1C(F)=CC([B:24]2[O:31][C:30](=[O:32])[CH2:29][N:28]([CH3:33])[CH2:27][C:26](=[O:34])[O:25]2)=C(O[C@H](CC=C)C)C=1. No catalyst specified. The product is [F:15][C:3]1[CH:4]=[C:5]([F:14])[CH:6]=[C:7]([O:8][C@H:9]([CH2:11][CH:12]=[CH2:13])[CH3:10])[C:2]=1[B:24]1[O:31][C:30](=[O:32])[CH2:29][N:28]([CH3:33])[CH2:27][C:26](=[O:34])[O:25]1. The yield is 0.580. (10) The reactants are [OH:1][C:2]1([CH:6]2[N:11]([CH2:12][C:13]3[CH:18]=[CH:17][CH:16]=[CH:15][CH:14]=3)[C:10](=O)[CH2:9][N:8]([CH2:20][C:21]3[CH:26]=[CH:25][CH:24]=[CH:23][CH:22]=3)[C:7]2=O)[CH2:5][NH:4][CH2:3]1.[BH4-].[Na+].Cl.[C:31](O[C:31]([O:33][C:34]([CH3:37])([CH3:36])[CH3:35])=[O:32])([O:33][C:34]([CH3:37])([CH3:36])[CH3:35])=[O:32]. The catalyst is COCCOC.CO. The product is [C:13]1([CH2:12][N:11]2[CH2:10][CH2:9][N:8]([CH2:20][C:21]3[CH:22]=[CH:23][CH:24]=[CH:25][CH:26]=3)[CH2:7][CH:6]2[C:2]2([OH:1])[CH2:5][N:4]([C:31]([O:33][C:34]([CH3:37])([CH3:36])[CH3:35])=[O:32])[CH2:3]2)[CH:14]=[CH:15][CH:16]=[CH:17][CH:18]=1. The yield is 0.690.